Task: Predict the product of the given reaction.. Dataset: Forward reaction prediction with 1.9M reactions from USPTO patents (1976-2016) (1) Given the reactants [Cl:1][C:2]1[CH:3]=[C:4]2[C:8](=[CH:9][CH:10]=1)[NH:7][C:6]([CH3:11])=[C:5]2[S:12][C:13]1[CH:14]=[C:15]([CH2:19][C:20]([OH:22])=[O:21])[CH:16]=[CH:17][CH:18]=1.I[CH3:24], predict the reaction product. The product is: [Cl:1][C:2]1[CH:3]=[C:4]2[C:8](=[CH:9][CH:10]=1)[N:7]([CH3:24])[C:6]([CH3:11])=[C:5]2[S:12][C:13]1[CH:14]=[C:15]([CH2:19][C:20]([OH:22])=[O:21])[CH:16]=[CH:17][CH:18]=1. (2) The product is: [CH3:16][O:11][C:10]([C:8]1[C:7]([C:13]([OH:15])=[O:14])=[CH:6][CH:5]=[C:4]([CH:1]2[CH2:2][CH2:3]2)[N:9]=1)=[O:12]. Given the reactants [CH:1]1([C:4]2[N:9]=[C:8]([C:10]([OH:12])=[O:11])[C:7]([C:13]([OH:15])=[O:14])=[CH:6][CH:5]=2)[CH2:3][CH2:2]1.[C:16](OC(=O)C)(=O)C, predict the reaction product. (3) Given the reactants [F:1][C:2]1[CH:3]=[C:4]([CH:8]2[C:13](=[O:14])[NH:12][CH2:11][CH2:10][N:9]2[CH2:15][C:16]2[CH:17]=[C:18]([C:27]([O:29]CC)=[O:28])[C:19](=[O:26])[N:20]3[C:25]=2[CH:24]=[CH:23][CH:22]=[CH:21]3)[CH:5]=[CH:6][CH:7]=1.[H-].[Na+].I[CH3:35].[Li+].[OH-].Cl, predict the reaction product. The product is: [F:1][C:2]1[CH:3]=[C:4]([CH:8]2[C:13](=[O:14])[N:12]([CH3:35])[CH2:11][CH2:10][N:9]2[CH2:15][C:16]2[CH:17]=[C:18]([C:27]([OH:29])=[O:28])[C:19](=[O:26])[N:20]3[C:25]=2[CH:24]=[CH:23][CH:22]=[CH:21]3)[CH:5]=[CH:6][CH:7]=1. (4) Given the reactants [CH:1]1([N:6]2[C:14]([C:15]3[CH:20]=[CH:19][C:18]([O:21]C)=[CH:17][C:16]=3[O:23]C)=[C:13]3[C:8]([C:9]([F:25])=[CH:10][CH:11]=[CH:12]3)=[N:7]2)[CH2:5][CH2:4][CH2:3][CH2:2]1.B(Br)(Br)Br.C1CCCCC=1, predict the reaction product. The product is: [CH:1]1([N:6]2[C:14]([C:15]3[CH:20]=[CH:19][C:18]([OH:21])=[CH:17][C:16]=3[OH:23])=[C:13]3[C:8]([C:9]([F:25])=[CH:10][CH:11]=[CH:12]3)=[N:7]2)[CH2:2][CH2:3][CH2:4][CH2:5]1. (5) Given the reactants [F:1][C:2]1[CH:7]=[CH:6][CH:5]=[CH:4][C:3]=1[N:8]1[C:16]2[C:11](=[C:12]([N:17]3[CH2:21][CH2:20][NH:19][C:18]3=[O:22])[CH:13]=[CH:14][CH:15]=2)[CH:10]=[N:9]1.[H-].[Na+].Br.Br[CH2:27][C:28]1[S:29][CH:30]=[CH:31][N:32]=1, predict the reaction product. The product is: [F:1][C:2]1[CH:7]=[CH:6][CH:5]=[CH:4][C:3]=1[N:8]1[C:16]2[C:11](=[C:12]([N:17]3[CH2:21][CH2:20][N:19]([CH2:27][C:28]4[S:29][CH:30]=[CH:31][N:32]=4)[C:18]3=[O:22])[CH:13]=[CH:14][CH:15]=2)[CH:10]=[N:9]1. (6) Given the reactants [CH3:1][S:2]([CH2:5][C:6]([N:8]1[CH2:14][C@H:13]([NH:15]C(=O)OC(C)(C)C)[C:12](=[O:23])[NH:11][C:10]2[CH:24]=[CH:25][CH:26]=[CH:27][C:9]1=2)=[O:7])(=[O:4])=[O:3].[ClH:28], predict the reaction product. The product is: [ClH:28].[NH2:15][C@@H:13]1[C:12](=[O:23])[NH:11][C:10]2[CH:24]=[CH:25][CH:26]=[CH:27][C:9]=2[N:8]([C:6](=[O:7])[CH2:5][S:2]([CH3:1])(=[O:4])=[O:3])[CH2:14]1.